Dataset: Peptide-MHC class II binding affinity with 134,281 pairs from IEDB. Task: Regression. Given a peptide amino acid sequence and an MHC pseudo amino acid sequence, predict their binding affinity value. This is MHC class II binding data. The peptide sequence is YEAMYTPHTVLQAVG. The MHC is DRB1_0701 with pseudo-sequence DRB1_0701. The binding affinity (normalized) is 0.506.